This data is from Catalyst prediction with 721,799 reactions and 888 catalyst types from USPTO. The task is: Predict which catalyst facilitates the given reaction. (1) Reactant: [Cl:1][C:2]1[CH:18]=[CH:17][CH:16]=[CH:15][C:3]=1[CH2:4][NH:5][C:6](=[O:14])[N:7]([CH2:11][CH2:12][OH:13])[CH2:8][CH2:9][OH:10].[CH2:19]([C:21]1[CH:26]=[CH:25][C:24]([N:27]=[C:28]=[O:29])=[CH:23][CH:22]=1)[CH3:20]. Product: [CH2:19]([C:21]1[CH:26]=[CH:25][C:24]([NH:27][C:28](=[O:29])[O:13][CH2:12][CH2:11][N:7]([CH2:8][CH2:9][OH:10])[C:6]([NH:5][CH2:4][C:3]2[CH:15]=[CH:16][CH:17]=[CH:18][C:2]=2[Cl:1])=[O:14])=[CH:23][CH:22]=1)[CH3:20]. The catalyst class is: 230. (2) Reactant: [NH2:1][C:2]1[N:6]([CH2:7][C:8]2[CH:13]=[CH:12][C:11]([O:14][CH3:15])=[CH:10][CH:9]=2)[N:5]=[N:4][C:3]=1[C:16]([NH2:18])=[O:17].[C:19](=O)(OCC)[O:20]CC.[O-]CC.[Na+]. Product: [CH3:15][O:14][C:11]1[CH:10]=[CH:9][C:8]([CH2:7][N:6]2[C:2]3[NH:1][C:19](=[O:20])[NH:18][C:16](=[O:17])[C:3]=3[N:4]=[N:5]2)=[CH:13][CH:12]=1. The catalyst class is: 8. (3) Reactant: Cl[C:2]1[C:10]2[C:6](=[N:7][O:8][N:9]=2)[C:5]([N+:11]([O-:13])=[O:12])=[CH:4][CH:3]=1.[SH:14][CH2:15][CH2:16][C:17]([OH:19])=[O:18].N1C=CC=CC=1. Product: [N+:11]([C:5]1[C:6]2=[N:7][O:8][N:9]=[C:10]2[C:2]([S:14][CH2:15][CH2:16][C:17]([OH:19])=[O:18])=[CH:3][CH:4]=1)([O-:13])=[O:12]. The catalyst class is: 40. (4) Reactant: [NH:1]([C:3]([O:5][C:6]([CH3:9])([CH3:8])[CH3:7])=[O:4])[NH2:2].C(N(CC)CC)C.[Cl:17][C:18]1[CH:23]=[CH:22][C:21]([C:24]2[N:28]([C:29]3[CH:34]=[CH:33][C:32]([Cl:35])=[CH:31][C:30]=3[Cl:36])[N:27]=[C:26]([C:37](Cl)=[O:38])[C:25]=2[CH3:40])=[CH:20][CH:19]=1. Product: [Cl:17][C:18]1[CH:19]=[CH:20][C:21]([C:24]2[N:28]([C:29]3[CH:34]=[CH:33][C:32]([Cl:35])=[CH:31][C:30]=3[Cl:36])[N:27]=[C:26]([C:37]([NH:2][NH:1][C:3]([O:5][C:6]([CH3:9])([CH3:8])[CH3:7])=[O:4])=[O:38])[C:25]=2[CH3:40])=[CH:22][CH:23]=1. The catalyst class is: 2.